Predict which catalyst facilitates the given reaction. From a dataset of Catalyst prediction with 721,799 reactions and 888 catalyst types from USPTO. (1) Reactant: [O:1]1[CH:5]=[CH:4][CH:3]=[C:2]1[C:6]1[O:7][C:8]([CH3:39])=[C:9]([CH2:11][O:12][C:13]2[CH:38]=[CH:37][C:16]([CH2:17][O:18][C:19]3[C:23](/[CH:24]=[CH:25]/[C:26]([O:28]CC)=[O:27])=[CH:22][N:21]([C:31]4[CH:36]=[CH:35][CH:34]=[CH:33][CH:32]=4)[N:20]=3)=[CH:15][CH:14]=2)[N:10]=1.O1CCCC1.[OH-].[Na+].Cl. Product: [O:1]1[CH:5]=[CH:4][CH:3]=[C:2]1[C:6]1[O:7][C:8]([CH3:39])=[C:9]([CH2:11][O:12][C:13]2[CH:14]=[CH:15][C:16]([CH2:17][O:18][C:19]3[C:23](/[CH:24]=[CH:25]/[C:26]([OH:28])=[O:27])=[CH:22][N:21]([C:31]4[CH:32]=[CH:33][CH:34]=[CH:35][CH:36]=4)[N:20]=3)=[CH:37][CH:38]=2)[N:10]=1. The catalyst class is: 97. (2) Reactant: [Cl:1][C:2]([Cl:20])=[CH:3][CH2:4][O:5][C:6]1[CH:17]=[C:16]([Cl:18])[C:9]([O:10][CH2:11][CH2:12][CH2:13][CH2:14]O)=[C:8]([Cl:19])[CH:7]=1.C(Br)(Br)(Br)[Br:22].C1(P(C2C=CC=CC=2)C2C=CC=CC=2)C=CC=CC=1. Product: [Cl:1][C:2]([Cl:20])=[CH:3][CH2:4][O:5][C:6]1[CH:17]=[C:16]([Cl:18])[C:9]([O:10][CH2:11][CH2:12][CH2:13][CH2:14][Br:22])=[C:8]([Cl:19])[CH:7]=1. The catalyst class is: 2. (3) Reactant: N(C(OCC)=O)=NC(OCC)=O.C1(C)C=CC=CC=1.[Br:20][C:21]1[CH:26]=[CH:25][C:24]([OH:27])=[CH:23][CH:22]=1.O[CH2:29][C:30]([CH3:36])([CH3:35])[C:31]([O:33][CH3:34])=[O:32].C1(P(C2C=CC=CC=2)C2C=CC=CC=2)C=CC=CC=1. Product: [Br:20][C:21]1[CH:26]=[CH:25][C:24]([O:27][CH2:29][C:30]([CH3:36])([CH3:35])[C:31]([O:33][CH3:34])=[O:32])=[CH:23][CH:22]=1. The catalyst class is: 7. (4) Reactant: [C:1]([O:5][C:6](=[O:26])[NH:7][C@@H:8]1[CH2:13][CH2:12][CH2:11][C@@H:10]([S:14][CH2:15][C:16]2[C:21]([CH3:22])=[CH:20][C:19]([CH3:23])=[CH:18][C:17]=2[CH3:24])[C@@H:9]1[OH:25])([CH3:4])([CH3:3])[CH3:2].[Si:27](Cl)([C:30]([CH3:33])([CH3:32])[CH3:31])([CH3:29])[CH3:28].N1C=CN=C1. Product: [C:1]([O:5][C:6](=[O:26])[NH:7][C@@H:8]1[CH2:13][CH2:12][CH2:11][C@@H:10]([S:14][CH2:15][C:16]2[C:17]([CH3:24])=[CH:18][C:19]([CH3:23])=[CH:20][C:21]=2[CH3:22])[C@@H:9]1[O:25][Si:27]([C:30]([CH3:33])([CH3:32])[CH3:31])([CH3:29])[CH3:28])([CH3:4])([CH3:2])[CH3:3]. The catalyst class is: 9. (5) Reactant: Cl.[CH3:2][N:3]([CH3:19])[C:4]([C:6]1[N:7]=[C:8]([C:15]([F:18])([F:17])[F:16])[N:9]2[CH2:14][CH2:13][NH:12][CH2:11][C:10]=12)=[O:5].C(=O)([O-])[O-].[K+].[K+]. Product: [CH3:2][N:3]([CH3:19])[C:4]([C:6]1[N:7]=[C:8]([C:15]([F:18])([F:16])[F:17])[N:9]2[CH2:14][CH2:13][NH:12][CH2:11][C:10]=12)=[O:5]. The catalyst class is: 13.